Dataset: Catalyst prediction with 721,799 reactions and 888 catalyst types from USPTO. Task: Predict which catalyst facilitates the given reaction. (1) Reactant: [Br-].[CH2:2]([P+](C1C=CC=CC=1)(C1C=CC=CC=1)C1C=CC=CC=1)[CH2:3][CH3:4].CN(C=O)C.[H-].[Na+].[C:31]([C:33]1[CH:34]=[C:35]([CH:38]=[CH:39][CH:40]=1)[CH:36]=O)#[N:32]. Product: [CH:36]([C:35]1[CH:34]=[C:33]([CH:40]=[CH:39][CH:38]=1)[C:31]#[N:32])=[CH:2][CH2:3][CH3:4]. The catalyst class is: 6. (2) The catalyst class is: 732. Product: [C:1]([C:3]1[CH:8]=[CH:7][C:6]([CH:9]2[N:14]3[N:15]=[C:16]([C:18]([O:20][CH2:21][CH3:22])=[O:19])[N:17]=[C:13]3[N:12]([C:35]3[CH:34]=[CH:33][CH:32]=[C:31]([C:30]([F:41])([F:40])[F:29])[CH:36]=3)[C:11]([CH3:23])=[C:10]2[C:24]([O:26][CH2:27][CH3:28])=[O:25])=[CH:5][CH:4]=1)#[N:2]. Reactant: [C:1]([C:3]1[CH:8]=[CH:7][C:6]([CH:9]2[N:14]3[N:15]=[C:16]([C:18]([O:20][CH2:21][CH3:22])=[O:19])[N:17]=[C:13]3[NH:12][C:11]([CH3:23])=[C:10]2[C:24]([O:26][CH2:27][CH3:28])=[O:25])=[CH:5][CH:4]=1)#[N:2].[F:29][C:30]([F:41])([F:40])[C:31]1[CH:32]=[C:33](B(O)O)[CH:34]=[CH:35][CH:36]=1.N1C=CC=CC=1.C(N(CC)CC)C. (3) Reactant: Br[C:2]1[CH:3]=[C:4]([NH:13][CH2:14][C:15]2[C:20]([CH3:21])=[CH:19][CH:18]=[CH:17][C:16]=2[CH3:22])[C:5]2[N:6]([C:8]([CH3:12])=[C:9]([CH3:11])[N:10]=2)[CH:7]=1.[CH3:23][C:24]1[CH:25]=[C:26](B(O)O)[CH:27]=[CH:28][CH:29]=1.C[C:34](C)([O-:36])C.[K+].C[O:40]CCOC. Product: [CH:34]([OH:36])=[O:40].[CH3:22][C:16]1[CH:17]=[CH:18][CH:19]=[C:20]([CH3:21])[C:15]=1[CH2:14][NH:13][C:4]1[C:5]2[N:6]([C:8]([CH3:12])=[C:9]([CH3:11])[N:10]=2)[CH:7]=[C:2]([C:28]2[CH:27]=[CH:26][CH:25]=[C:24]([CH3:23])[CH:29]=2)[CH:3]=1. The catalyst class is: 103. (4) Reactant: [CH2:1]([O:8][C:9]1[CH:14]=[CH:13][C:12]([N:15]2[C:23]3[C:18](=[CH:19][CH:20]=[CH:21][CH:22]=3)[C:17]([CH:24]=O)=[C:16]2[CH3:26])=[CH:11][C:10]=1[F:27])[C:2]1[CH:7]=[CH:6][CH:5]=[CH:4][CH:3]=1.Cl.[NH2:29][OH:30].CO. Product: [CH2:1]([O:8][C:9]1[CH:14]=[CH:13][C:12]([N:15]2[C:23]3[C:18](=[CH:19][CH:20]=[CH:21][CH:22]=3)[C:17]([CH:24]=[N:29][OH:30])=[C:16]2[CH3:26])=[CH:11][C:10]=1[F:27])[C:2]1[CH:7]=[CH:6][CH:5]=[CH:4][CH:3]=1. The catalyst class is: 17.